From a dataset of Forward reaction prediction with 1.9M reactions from USPTO patents (1976-2016). Predict the product of the given reaction. (1) Given the reactants C(O[C:6](=[O:12])[O:7][C:8]([CH3:11])([CH3:10])[CH3:9])(C)(C)C.[NH2:13][C:14]1[S:15][C:16]([S:19][C:20]2[CH:25]=[CH:24][CH:23]=[C:22]([C:26]([O:28][CH3:29])=[O:27])[CH:21]=2)=[CH:17][N:18]=1, predict the reaction product. The product is: [CH3:29][O:28][C:26](=[O:27])[C:22]1[CH:23]=[CH:24][CH:25]=[C:20]([S:19][C:16]2[S:15][C:14]([NH:13][C:6]([O:7][C:8]([CH3:9])([CH3:10])[CH3:11])=[O:12])=[N:18][CH:17]=2)[CH:21]=1. (2) Given the reactants Cl.[NH2:2][OH:3].C([O-])(=O)C.[Na+].[OH:9][C:10]1[CH:11]=[C:12]([C:16](=O)[CH3:17])[CH:13]=[CH:14][CH:15]=1, predict the reaction product. The product is: [OH:9][C:10]1[CH:11]=[C:12]([C:16](=[N:2][OH:3])[CH3:17])[CH:13]=[CH:14][CH:15]=1. (3) The product is: [OH:42][CH2:43][C:44]([N:39]([CH2:38][CH2:37][N:36]([C:29]1[CH:30]=[CH:31][C:32]([N+:33]([O-:35])=[O:34])=[C:27]([O:26][CH3:25])[CH:28]=1)[CH3:41])[CH3:40])=[O:46]. Given the reactants CN(C(ON1N=NC2C=CC=NC1=2)=[N+](C)C)C.F[P-](F)(F)(F)(F)F.[CH3:25][O:26][C:27]1[CH:28]=[C:29]([N:36]([CH3:41])[CH2:37][CH2:38][NH:39][CH3:40])[CH:30]=[CH:31][C:32]=1[N+:33]([O-:35])=[O:34].[OH:42][CH2:43][C:44]([OH:46])=O.C(N(C(C)C)C(C)C)C, predict the reaction product.